Dataset: Full USPTO retrosynthesis dataset with 1.9M reactions from patents (1976-2016). Task: Predict the reactants needed to synthesize the given product. (1) Given the product [I:1][C:2]1[CH:7]=[C:9]([C:10]2[CH2:33][C:34](=[O:35])[NH:24][C:14]3[CH:15]=[C:16]([N:19]4[CH:20]=[CH:21][CH:22]=[CH:23]4)[CH:17]=[CH:18][C:13]=3[N:12]=2)[CH:8]=[CH:4][CH:3]=1, predict the reactants needed to synthesize it. The reactants are: [I:1][C:2]1[CH:3]=[C:4]([C:8](=O)[CH2:9][C:10]([NH:12][C:13]2[CH:18]=[CH:17][C:16]([N:19]3[CH:23]=[CH:22][CH:21]=[CH:20]3)=[CH:15][C:14]=2[N+:24]([O-])=O)=O)C=C[CH:7]=1.O.O.Cl[Sn]Cl.[CH3:33][CH2:34][OH:35]. (2) Given the product [CH2:1]([O:3][C:4]([C@@H:6]1[CH2:10][C:9](=[CH2:11])[CH2:8][C@H:7]1[C:12]([OH:14])=[O:13])=[O:5])[CH3:2], predict the reactants needed to synthesize it. The reactants are: [CH2:1]([O:3][C:4]([C@@H:6]1[CH2:10][C:9](=[CH2:11])[CH2:8][C@H:7]1[C:12]([O:14]CC)=[O:13])=[O:5])[CH3:2].C(=O)([O-])[O-].[K+].[K+].Cl. (3) Given the product [CH2:15]([O:17][C:18]([C:19]1[C:20](=[O:21])[O:14][C:10]2[C:11]([C:25]=1[OH:26])=[CH:12][CH:13]=[C:8]([O:1][C:2]1[CH:3]=[CH:4][CH:5]=[CH:6][CH:7]=1)[CH:9]=2)=[O:30])[CH3:16], predict the reactants needed to synthesize it. The reactants are: [O:1]([C:8]1[CH:9]=[C:10]([OH:14])[CH:11]=[CH:12][CH:13]=1)[C:2]1[CH:7]=[CH:6][CH:5]=[CH:4][CH:3]=1.[CH2:15]([O:17][C:18](=[O:30])[CH:19]([C:25](OCC)=[O:26])[C:20](OCC)=[O:21])[CH3:16].[Sn](Cl)(Cl)(Cl)Cl.